This data is from Full USPTO retrosynthesis dataset with 1.9M reactions from patents (1976-2016). The task is: Predict the reactants needed to synthesize the given product. (1) Given the product [C:31]([OH:38])(=[O:37])/[CH:32]=[CH:33]/[C:34]([OH:36])=[O:35].[F:30][C:2]([F:1])([F:29])[C:3]1[CH:24]=[C:23]([C:25]([F:27])([F:28])[F:26])[CH:22]=[CH:21][C:4]=1[CH2:5][N:6]1[CH2:11][CH2:10][CH:9](/[CH:12]=[C:13]2/[C:14]([NH:19][CH3:20])=[N:15][C:16](=[O:18])[S:17]/2)[CH2:8][CH2:7]1, predict the reactants needed to synthesize it. The reactants are: [F:1][C:2]([F:30])([F:29])[C:3]1[CH:24]=[C:23]([C:25]([F:28])([F:27])[F:26])[CH:22]=[CH:21][C:4]=1[CH2:5][N:6]1[CH2:11][CH2:10][CH:9](/[CH:12]=[C:13]2/[C:14]([NH:19][CH3:20])=[N:15][C:16](=[O:18])[S:17]/2)[CH2:8][CH2:7]1.[C:31]([OH:38])(=[O:37])/[CH:32]=[CH:33]/[C:34]([OH:36])=[O:35]. (2) Given the product [Br:23][C:10]1[O:9][C:8]([CH2:7][CH2:6][CH:27]([C:28]([O:30][CH2:31][CH3:32])=[O:29])[C:26]([O:34][CH2:35][CH3:36])=[O:33])=[N:12][C:11]=1[C:13]1[CH:18]=[CH:17][C:16]([C:19]([F:22])([F:21])[F:20])=[CH:15][CH:14]=1, predict the reactants needed to synthesize it. The reactants are: CS(O[CH2:6][CH2:7][C:8]1[O:9][C:10]([Br:23])=[C:11]([C:13]2[CH:18]=[CH:17][C:16]([C:19]([F:22])([F:21])[F:20])=[CH:15][CH:14]=2)[N:12]=1)(=O)=O.[H-].[Na+].[C:26]([O:34][CH2:35][CH3:36])(=[O:33])[CH2:27][C:28]([O:30][CH2:31][CH3:32])=[O:29].O.